This data is from Catalyst prediction with 721,799 reactions and 888 catalyst types from USPTO. The task is: Predict which catalyst facilitates the given reaction. (1) Reactant: [CH3:1][O:2][C:3]1[CH:12]=[CH:11][CH:10]=[C:9]2[C:4]=1[CH2:5][CH2:6][CH2:7][C:8]2=O.C[O:15][NH3+:16].[Cl-].C([O-])(=O)C.[Na+]. Product: [CH3:1][O:2][C:3]1[CH:12]=[CH:11][CH:10]=[C:9]2[C:4]=1[CH2:5][CH2:6][CH2:7]/[C:8]/2=[N:16]/[OH:15]. The catalyst class is: 5. (2) Reactant: Cl.[NH2:2][CH2:3][C:4]1[CH:12]=[CH:11][CH:10]=[C:9]2[C:5]=1[C:6](=[O:22])[N:7]([CH:14]1[CH2:19][CH2:18][C:17](=[O:20])[NH:16][C:15]1=[O:21])[C:8]2=[O:13].N12CCCN=C1CCCCC2.ON1C2C=CC=CC=2N=N1.[F:44][C:45]([F:58])([F:57])[O:46][C:47]1[CH:48]=[C:49]([CH2:53][C:54](O)=[O:55])[CH:50]=[CH:51][CH:52]=1.Cl.CN(C)CCCN=C=NCC. Product: [O:21]=[C:15]1[CH:14]([N:7]2[C:6](=[O:22])[C:5]3[C:9](=[CH:10][CH:11]=[CH:12][C:4]=3[CH2:3][NH:2][C:54](=[O:55])[CH2:53][C:49]3[CH:50]=[CH:51][CH:52]=[C:47]([O:46][C:45]([F:57])([F:44])[F:58])[CH:48]=3)[C:8]2=[O:13])[CH2:19][CH2:18][C:17](=[O:20])[NH:16]1. The catalyst class is: 10. (3) Reactant: [H-].[Na+].[S:3]1[C:7]2[CH:8]=[C:9]([NH:12][S:13]([CH3:16])(=[O:15])=[O:14])[CH:10]=[CH:11][C:6]=2[N:5]=[CH:4]1.I[CH3:18]. Product: [S:3]1[C:7]2[CH:8]=[C:9]([N:12]([CH3:18])[S:13]([CH3:16])(=[O:14])=[O:15])[CH:10]=[CH:11][C:6]=2[N:5]=[CH:4]1. The catalyst class is: 7. (4) Reactant: [F:1][C:2]1[CH:3]=[C:4]([C:8]2[CH:16]=[CH:15][CH:14]=[C:13]3[C:9]=2/[C:10](=[CH:18]/[C:19]2[NH:20]C(C)=[CH:22][C:23]=2[C:24](O)=[O:25])/[C:11](=[O:17])[NH:12]3)[CH:5]=[CH:6][CH:7]=1.[CH2:28](Cl)[CH2:29]Cl.[CH:32]1[CH:33]=[CH:34][C:35]2[N:40](O)N=[N:38][C:36]=2C=1. Product: [F:1][C:2]1[CH:3]=[C:4]([C:8]2[CH:16]=[CH:15][CH:14]=[C:13]3[C:9]=2/[C:10](=[CH:18]/[C:19]2[NH:20][C:28]([CH3:29])=[CH:22][C:23]=2[C:24]([N:40]2[CH2:32][CH2:33][CH2:34][C@H:35]2[CH2:36][N:38]2[CH2:6][CH2:7][C@H:2]([F:1])[CH2:3]2)=[O:25])/[C:11](=[O:17])[NH:12]3)[CH:5]=[CH:6][CH:7]=1. The catalyst class is: 85. (5) Reactant: [CH3:1][O:2][CH2:3][C:4]([CH3:21])([CH3:20])[CH2:5][C@H:6]1[CH2:10][O:9]C(C)(C)[N:7]1[C:13]([O:15][C:16]([CH3:19])([CH3:18])[CH3:17])=[O:14]. Product: [OH:9][CH2:10][C@@H:6]([NH:7][C:13](=[O:14])[O:15][C:16]([CH3:19])([CH3:18])[CH3:17])[CH2:5][C:4]([CH3:21])([CH3:20])[CH2:3][O:2][CH3:1]. The catalyst class is: 52. (6) Reactant: [C:1]1([C:9]2[CH:14]=[CH:13][CH:12]=[CH:11][CH:10]=2)[CH:6]=[CH:5][C:4]([CH:7]=[O:8])=[CH:3][CH:2]=1.[Cl:15][C:16]1[CH:21]=[CH:20][C:19]([Mg]Br)=[CH:18][CH:17]=1. Product: [C:1]1([C:9]2[CH:10]=[CH:11][CH:12]=[CH:13][CH:14]=2)[CH:2]=[CH:3][C:4]([CH:7]([C:19]2[CH:20]=[CH:21][C:16]([Cl:15])=[CH:17][CH:18]=2)[OH:8])=[CH:5][CH:6]=1. The catalyst class is: 28. (7) Reactant: C([C:5]1[CH:10]=[CH:9][C:8]([NH:11][C:12]([N:14]2[CH2:19][CH2:18][CH:17]([NH:20][S:21]([C:23]([CH3:26])([CH3:25])[CH3:24])=[O:22])[CH2:16][CH2:15]2)=[O:13])=[CH:7][CH:6]=1)(C)(C)C.[CH:27]1[CH:32]=C(C([O-])=O)C(C(O[O-])=O)=[CH:29][CH:28]=1.[Mg+2].C[OH:42]. Product: [CH2:32]([C:5]1[CH:6]=[CH:7][C:8]([NH:11][C:12]([N:14]2[CH2:19][CH2:18][CH:17]([NH:20][S:21]([C:23]([CH3:24])([CH3:25])[CH3:26])(=[O:42])=[O:22])[CH2:16][CH2:15]2)=[O:13])=[CH:9][CH:10]=1)[CH2:27][CH2:28][CH3:29]. The catalyst class is: 34. (8) Reactant: C(N(CC)CC)C.C(O[BH-](OC(=O)C)OC(=O)C)(=O)C.[Na+].Cl.[CH3:23][N:24]([CH3:49])[C:25](=[O:48])[C:26]1[CH:31]=[C:30]([C:32]2[N:36]([CH3:37])[N:35]=[N:34][N:33]=2)[CH:29]=[C:28]([NH:38][C:39]([NH:41][CH2:42][CH2:43][CH2:44][CH2:45][NH:46][CH3:47])=[O:40])[CH:27]=1.[F:50][C:51]1[CH:58]=[CH:57][C:54]([CH:55]=O)=[CH:53][CH:52]=1. Product: [F:50][C:51]1[CH:58]=[CH:57][C:54]([CH2:55][CH2:47][NH:46][CH2:45][CH2:44][CH2:43][CH2:42][NH:41][C:39](=[O:40])[NH:38][C:28]2[CH:27]=[C:26]([CH:31]=[C:30]([C:32]3[N:36]([CH3:37])[N:35]=[N:34][N:33]=3)[CH:29]=2)[C:25]([N:24]([CH3:23])[CH3:49])=[O:48])=[CH:53][CH:52]=1. The catalyst class is: 2.